Dataset: Full USPTO retrosynthesis dataset with 1.9M reactions from patents (1976-2016). Task: Predict the reactants needed to synthesize the given product. (1) Given the product [C:8]([O:7][C:1](=[O:6])[CH2:2][C:3](=[O:4])[CH2:5][CH2:20][C:21]1[CH:26]=[CH:25][C:24]([C:27]2[CH:28]=[CH:29][CH:30]=[CH:31][CH:32]=2)=[CH:23][CH:22]=1)([CH3:11])([CH3:10])[CH3:9], predict the reactants needed to synthesize it. The reactants are: [C:1]([O:7][C:8]([CH3:11])([CH3:10])[CH3:9])(=[O:6])[CH2:2][C:3]([CH3:5])=[O:4].[H-].[Na+].C([Li])CCC.Br[CH2:20][C:21]1[CH:26]=[CH:25][C:24]([C:27]2[CH:32]=[CH:31][CH:30]=[CH:29][CH:28]=2)=[CH:23][CH:22]=1.Cl. (2) Given the product [NH2:14][C:13]1[CH:15]=[CH:16][C:17]([Cl:18])=[C:11]([C:9]2[N:10]=[C:5]3[N:4]=[CH:3][C:2]([C:31]4[CH:30]=[CH:29][C:28]([N:20]([CH3:19])[C:21](=[O:27])[O:22][C:23]([CH3:24])([CH3:25])[CH3:26])=[CH:33][CH:32]=4)=[CH:7][N:6]3[CH:8]=2)[CH:12]=1, predict the reactants needed to synthesize it. The reactants are: Br[C:2]1[CH:3]=[N:4][C:5]2[N:6]([CH:8]=[C:9]([C:11]3[CH:12]=[C:13]([CH:15]=[CH:16][C:17]=3[Cl:18])[NH2:14])[N:10]=2)[CH:7]=1.[CH3:19][N:20]([C:28]1[CH:33]=[CH:32][C:31](B2OC(C)(C)C(C)(C)O2)=[CH:30][CH:29]=1)[C:21](=[O:27])[O:22][C:23]([CH3:26])([CH3:25])[CH3:24].C(=O)([O-])[O-].[Na+].[Na+]. (3) Given the product [CH3:1][O:2][C:3](=[O:21])[CH2:4][CH2:5][C:6]1[CH:11]=[CH:10][C:9]([O:12][C:13]2[CH:18]=[CH:17][CH:16]=[C:15]([O:29][C:26]3[CH:27]=[CH:28][C:23]([Cl:22])=[CH:24][C:25]=3[O:30][C:31]3[CH:36]=[CH:35][CH:34]=[CH:33][CH:32]=3)[CH:14]=2)=[CH:8][C:7]=1[CH3:20], predict the reactants needed to synthesize it. The reactants are: [CH3:1][O:2][C:3](=[O:21])[CH2:4][CH2:5][C:6]1[CH:11]=[CH:10][C:9]([O:12][C:13]2[CH:18]=[CH:17][CH:16]=[C:15](Br)[CH:14]=2)=[CH:8][C:7]=1[CH3:20].[Cl:22][C:23]1[CH:28]=[CH:27][C:26]([OH:29])=[C:25]([O:30][C:31]2[CH:36]=[CH:35][CH:34]=[CH:33][CH:32]=2)[CH:24]=1.C(=O)([O-])[O-].[Cs+].[Cs+].CC(C)(C(=O)CC(=O)C(C)(C)C)C. (4) Given the product [F:21][C:22]1[CH:28]=[CH:27][C:25]([NH:26][CH:6]2[C:7]3[C:3](=[C:2]([CH3:1])[C:10]([NH:11][C:12](=[O:18])[CH2:13][C:14]([CH3:17])([CH3:16])[CH3:15])=[C:9]([CH3:19])[CH:8]=3)[CH2:4][CH2:5]2)=[CH:24][CH:23]=1, predict the reactants needed to synthesize it. The reactants are: [CH3:1][C:2]1[C:10]([NH:11][C:12](=[O:18])[CH2:13][C:14]([CH3:17])([CH3:16])[CH3:15])=[C:9]([CH3:19])[CH:8]=[C:7]2[C:3]=1[CH2:4][CH2:5][C:6]2=O.[F:21][C:22]1[CH:28]=[CH:27][C:25]([NH2:26])=[CH:24][CH:23]=1.[B][B][B][B][B][B][B][B][B][B]. (5) Given the product [NH:10]1[C:11]2[C:7](=[CH:6][CH:5]=[C:4]([O:3][C:16]3[N:17]=[CH:18][N:19]=[C:14]([NH2:13])[CH:15]=3)[CH:12]=2)[CH:8]=[CH:9]1, predict the reactants needed to synthesize it. The reactants are: [H-].[Na+].[OH:3][C:4]1[CH:12]=[C:11]2[C:7]([CH:8]=[CH:9][NH:10]2)=[CH:6][CH:5]=1.[NH2:13][C:14]1[N:19]=[CH:18][N:17]=[C:16](Cl)[CH:15]=1. (6) The reactants are: [CH3:1][O:2][C:3]1[CH:8]=[CH:7][C:6]([CH2:9][C:10](Cl)=[O:11])=[CH:5][CH:4]=1.[CH3:13][NH:14][C@H:15]1[CH2:34][N:19]2[C:20]3[C:25]([C:26]([CH2:27][C:28]([O:30]CCC)=[O:29])=[C:18]2[CH2:17][CH2:16]1)=[CH:24][CH:23]=[CH:22][CH:21]=3. Given the product [CH3:1][O:2][C:3]1[CH:8]=[CH:7][C:6]([CH2:9][C:10]([N:14]([CH3:13])[C@H:15]2[CH2:34][N:19]3[C:20]4[C:25]([C:26]([CH2:27][C:28]([OH:30])=[O:29])=[C:18]3[CH2:17][CH2:16]2)=[CH:24][CH:23]=[CH:22][CH:21]=4)=[O:11])=[CH:5][CH:4]=1, predict the reactants needed to synthesize it. (7) The reactants are: [CH3:1][C:2]1[C:14]([CH:15]([CH2:20][CH2:21][CH3:22])[C:16]([O:18]C)=[O:17])=[C:13]([C:23]2[CH:28]=[CH:27][C:26]([CH3:29])=[CH:25][CH:24]=2)[N:5]2[N:6]=[C:7]3[C:12]([CH:11]=[CH:10][CH:9]=[CH:8]3)=[C:4]2[N:3]=1.[OH-].[Na+]. Given the product [CH3:1][C:2]1[C:14]([CH:15]([CH2:20][CH2:21][CH3:22])[C:16]([OH:18])=[O:17])=[C:13]([C:23]2[CH:28]=[CH:27][C:26]([CH3:29])=[CH:25][CH:24]=2)[N:5]2[N:6]=[C:7]3[C:12]([CH:11]=[CH:10][CH:9]=[CH:8]3)=[C:4]2[N:3]=1, predict the reactants needed to synthesize it.